From a dataset of Forward reaction prediction with 1.9M reactions from USPTO patents (1976-2016). Predict the product of the given reaction. (1) Given the reactants [CH2:1]([S:8][C:9]1[N:14]=[C:13]([N:15]([CH2:24][O:25][CH2:26][CH2:27][Si:28]([CH3:31])([CH3:30])[CH3:29])[S:16]([N:19]2[CH2:23][CH2:22][CH2:21][CH2:20]2)(=[O:18])=[O:17])[CH:12]=[C:11](Cl)[N:10]=1)[C:2]1[CH:7]=[CH:6][CH:5]=[CH:4][CH:3]=1.[NH2:33][C@@H:34]([CH2:36][OH:37])[CH3:35], predict the reaction product. The product is: [CH2:1]([S:8][C:9]1[N:14]=[C:13]([N:15]([CH2:24][O:25][CH2:26][CH2:27][Si:28]([CH3:31])([CH3:30])[CH3:29])[S:16]([N:19]2[CH2:23][CH2:22][CH2:21][CH2:20]2)(=[O:18])=[O:17])[CH:12]=[C:11]([NH:33][C@H:34]([CH3:35])[CH2:36][OH:37])[N:10]=1)[C:2]1[CH:7]=[CH:6][CH:5]=[CH:4][CH:3]=1. (2) Given the reactants [CH2:1]([O:3][C:4]1[CH:5]=[C:6]([N:10]2[CH:14]=[C:13]([C:15](OC)=[O:16])[C:12]([CH2:19][CH3:20])=[N:11]2)[CH:7]=[CH:8][CH:9]=1)[CH3:2].[H-].[Al+3].[Li+].[H-].[H-].[H-], predict the reaction product. The product is: [CH2:1]([O:3][C:4]1[CH:5]=[C:6]([N:10]2[CH:14]=[C:13]([CH:15]=[O:16])[C:12]([CH2:19][CH3:20])=[N:11]2)[CH:7]=[CH:8][CH:9]=1)[CH3:2]. (3) Given the reactants [CH3:1][C:2]1([CH3:31])[O:6][C:5](=[O:7])[N:4]([C:8]2[CH:24]=[CH:23][C:11]([C:12]([NH:14][NH:15][C:16]3[CH:21]=[C:20]([I:22])[CH:19]=[CH:18][N:17]=3)=O)=[CH:10][CH:9]=2)[C@H:3]1[C:25]1[CH:30]=[CH:29][CH:28]=[CH:27][CH:26]=1.CC(O)=O, predict the reaction product. The product is: [I:22][C:20]1[CH:19]=[CH:18][N:17]2[C:12]([C:11]3[CH:23]=[CH:24][C:8]([N:4]4[C@@H:3]([C:25]5[CH:26]=[CH:27][CH:28]=[CH:29][CH:30]=5)[C:2]([CH3:1])([CH3:31])[O:6][C:5]4=[O:7])=[CH:9][CH:10]=3)=[N:14][N:15]=[C:16]2[CH:21]=1. (4) Given the reactants COC1C=C(OC)[CH:47]=[CH:46][C:4]=1[CH2:5][NH:6][CH:7]1[C:16]2[CH2:15][S:14][N:13]=[C:12]([N:17](C(OC(C)(C)C)=O)C(OC(C)(C)C)=O)[C:11]3=[N:32][N:33]([CH2:35][C:36]4[C:41]([CH3:42])=[C:40]([O:43][CH3:44])[C:39]([CH3:45])=[CH:38][N:37]=4)[N:34]=[C:9]([C:10]=23)[CH2:8]1.C(N(CC)CC)C.ClCCCC(Cl)=[O:64].[OH-].[Na+], predict the reaction product. The product is: [NH2:17][C:12]1[C:11]2[C:10]3[C:9](=[N:34][N:33]([CH2:35][C:36]4[C:41]([CH3:42])=[C:40]([O:43][CH3:44])[C:39]([CH3:45])=[CH:38][N:37]=4)[N:32]=2)[CH2:8][CH:7]([N:6]2[CH2:47][CH2:46][CH2:4][C:5]2=[O:64])[C:16]=3[CH2:15][S:14][N:13]=1. (5) Given the reactants [Cl:1][C:2]1[CH:9]=[C:8]([N:10]2[CH:14]([CH2:15][CH3:16])[C:13](=[O:17])[C:12]([CH3:19])([CH3:18])[C:11]2=[O:20])[CH:7]=[CH:6][C:3]=1[C:4]#[N:5].C([BH-](C(CC)C)C(CC)C)(CC)C.[Li+].C1COCC1, predict the reaction product. The product is: [Cl:1][C:2]1[CH:9]=[C:8]([N:10]2[C@H:14]([CH2:15][CH3:16])[C@H:13]([OH:17])[C:12]([CH3:19])([CH3:18])[C:11]2=[O:20])[CH:7]=[CH:6][C:3]=1[C:4]#[N:5]. (6) Given the reactants C(OP(OCC)OCC)C.[N:11]([CH2:14][CH2:15][CH2:16][N:17]1[C:21]([CH3:22])=[CH:20][C:19]2[CH:23]=[C:24]([C:26]([C:28]3[CH:33]=[CH:32][C:31]([O:34][CH3:35])=[CH:30][CH:29]=3)=[O:27])[S:25][C:18]1=2)=[N+]=[N-].Cl.O1CCOCC1.C(N(CC)CC)C.[F:50][C:51]([F:64])([F:63])[S:52](O[S:52]([C:51]([F:64])([F:63])[F:50])(=[O:54])=[O:53])(=[O:54])=[O:53], predict the reaction product. The product is: [F:50][C:51]([F:64])([F:63])[S:52]([NH:11][CH2:14][CH2:15][CH2:16][N:17]1[C:21]([CH3:22])=[CH:20][C:19]2[CH:23]=[C:24]([C:26](=[O:27])[C:28]3[CH:33]=[CH:32][C:31]([O:34][CH3:35])=[CH:30][CH:29]=3)[S:25][C:18]1=2)(=[O:54])=[O:53]. (7) Given the reactants [NH2:1][NH:2][C:3]([C:5]1[CH:6]=[C:7]2[C:11](=[CH:12][CH:13]=1)[NH:10][N:9]=[C:8]2[C:14]1[CH:19]=[CH:18][C:17]([F:20])=[CH:16][CH:15]=1)=O.CC1C=[C:25](C)[NH:24]N=1.C([N:30](CC)CC)C, predict the reaction product. The product is: [F:20][C:17]1[CH:18]=[CH:19][C:14]([C:8]2[C:7]3[C:11](=[CH:12][CH:13]=[C:5]([C:3]4[NH:30][C:25]([NH2:24])=[N:1][N:2]=4)[CH:6]=3)[NH:10][N:9]=2)=[CH:15][CH:16]=1.